Task: Regression. Given two drug SMILES strings and cell line genomic features, predict the synergy score measuring deviation from expected non-interaction effect.. Dataset: NCI-60 drug combinations with 297,098 pairs across 59 cell lines (1) Drug 1: CC(C)NC(=O)C1=CC=C(C=C1)CNNC.Cl. Drug 2: C1CCC(C(C1)N)N.C(=O)(C(=O)[O-])[O-].[Pt+4]. Cell line: LOX IMVI. Synergy scores: CSS=16.2, Synergy_ZIP=-14.9, Synergy_Bliss=-17.5, Synergy_Loewe=-16.4, Synergy_HSA=-15.8. (2) Drug 1: C1=NC2=C(N1)C(=S)N=C(N2)N. Drug 2: C1=CN(C(=O)N=C1N)C2C(C(C(O2)CO)O)O.Cl. Cell line: OVCAR-5. Synergy scores: CSS=37.1, Synergy_ZIP=-9.03, Synergy_Bliss=-10.9, Synergy_Loewe=-8.10, Synergy_HSA=-5.92. (3) Drug 1: CN1C(=O)N2C=NC(=C2N=N1)C(=O)N. Drug 2: CC1=C(C(=O)C2=C(C1=O)N3CC4C(C3(C2COC(=O)N)OC)N4)N. Cell line: SF-295. Synergy scores: CSS=9.84, Synergy_ZIP=2.80, Synergy_Bliss=1.06, Synergy_Loewe=-54.1, Synergy_HSA=-5.55. (4) Drug 1: CC1C(C(=O)NC(C(=O)N2CCCC2C(=O)N(CC(=O)N(C(C(=O)O1)C(C)C)C)C)C(C)C)NC(=O)C3=C4C(=C(C=C3)C)OC5=C(C(=O)C(=C(C5=N4)C(=O)NC6C(OC(=O)C(N(C(=O)CN(C(=O)C7CCCN7C(=O)C(NC6=O)C(C)C)C)C)C(C)C)C)N)C. Drug 2: CCCCC(=O)OCC(=O)C1(CC(C2=C(C1)C(=C3C(=C2O)C(=O)C4=C(C3=O)C=CC=C4OC)O)OC5CC(C(C(O5)C)O)NC(=O)C(F)(F)F)O. Cell line: HCT-15. Synergy scores: CSS=60.3, Synergy_ZIP=9.07, Synergy_Bliss=6.94, Synergy_Loewe=6.25, Synergy_HSA=5.91. (5) Drug 1: CS(=O)(=O)C1=CC(=C(C=C1)C(=O)NC2=CC(=C(C=C2)Cl)C3=CC=CC=N3)Cl. Drug 2: CC1C(C(CC(O1)OC2CC(CC3=C2C(=C4C(=C3O)C(=O)C5=C(C4=O)C(=CC=C5)OC)O)(C(=O)C)O)N)O.Cl. Cell line: SK-MEL-5. Synergy scores: CSS=40.3, Synergy_ZIP=8.46, Synergy_Bliss=15.9, Synergy_Loewe=-5.61, Synergy_HSA=11.2. (6) Drug 2: C1=CC(=CC=C1CCCC(=O)O)N(CCCl)CCCl. Synergy scores: CSS=25.0, Synergy_ZIP=-0.945, Synergy_Bliss=-2.99, Synergy_Loewe=-5.53, Synergy_HSA=-3.19. Cell line: MCF7. Drug 1: C1CCC(C1)C(CC#N)N2C=C(C=N2)C3=C4C=CNC4=NC=N3. (7) Drug 1: C1=CC(=CC=C1CCCC(=O)O)N(CCCl)CCCl. Drug 2: CC1=C(C(=O)C2=C(C1=O)N3CC4C(C3(C2COC(=O)N)OC)N4)N. Cell line: SN12C. Synergy scores: CSS=42.5, Synergy_ZIP=-1.11, Synergy_Bliss=-1.13, Synergy_Loewe=-3.58, Synergy_HSA=2.26.